Dataset: Full USPTO retrosynthesis dataset with 1.9M reactions from patents (1976-2016). Task: Predict the reactants needed to synthesize the given product. (1) Given the product [Cl:76][C:74]1[CH:73]=[CH:72][C:71]([F:77])=[C:70]([C:67]2[CH:68]=[CH:69][C:64]([CH2:63][N:61]([CH2:60][C@@H:59]([OH:78])[C:58]([OH:79])=[O:57])[NH:62][C:13]([C:4]3[NH:3][C:2](=[O:1])[N:6]([C:7]4[CH:8]=[CH:9][CH:10]=[CH:11][CH:12]=4)[N:5]=3)=[O:15])=[CH:65][CH:66]=2)[CH:75]=1, predict the reactants needed to synthesize it. The reactants are: [O:1]=[C:2]1[N:6]([C:7]2[CH:12]=[CH:11][CH:10]=[CH:9][CH:8]=2)[N:5]=[C:4]([C:13]([OH:15])=O)[NH:3]1.CN(C(ON1N=NC2C=CC(=CC1=2)Cl)=[N+](C)C)C.F[P-](F)(F)(F)(F)F.CN(C=O)C.CCN(C(C)C)C(C)C.C([O:57][C:58](=[O:79])[C@H:59]([OH:78])[CH2:60][N:61]([CH2:63][C:64]1[CH:69]=[CH:68][C:67]([C:70]2[CH:75]=[C:74]([Cl:76])[CH:73]=[CH:72][C:71]=2[F:77])=[CH:66][CH:65]=1)[NH2:62])C.CCO.[Li+].[OH-].O. (2) The reactants are: CO[C:3](=[O:22])/[C:4](/[O:14][CH2:15][C:16]1[CH:21]=[CH:20][CH:19]=[CH:18][CH:17]=1)=[C:5](\O)/[C:6]([O:8][C:9]([CH3:12])([CH3:11])[CH3:10])=[O:7].Cl.[CH3:24][C:25]([C:31]1[CH:36]=[CH:35][CH:34]=[CH:33][CH:32]=1)([CH3:30])[CH2:26][C:27](=[NH:29])[NH2:28].C[O-].[Na+].Cl. Given the product [CH2:15]([O:14][C:4]1[C:5]([C:6]([O:8][C:9]([CH3:10])([CH3:11])[CH3:12])=[O:7])=[N:28][C:27]([CH2:26][C:25]([CH3:30])([C:31]2[CH:36]=[CH:35][CH:34]=[CH:33][CH:32]=2)[CH3:24])=[N:29][C:3]=1[OH:22])[C:16]1[CH:17]=[CH:18][CH:19]=[CH:20][CH:21]=1, predict the reactants needed to synthesize it. (3) Given the product [CH3:1][C@H:2]1[CH2:3][CH2:4][C@H:5]([C:8]([N:10]([CH:26]([CH3:30])[CH2:27][S:28][CH3:29])[C:11]2[S:12][C:13]([C:20]3[CH:25]=[CH:24][CH:23]=[CH:22][CH:21]=3)=[CH:14][C:15]=2[C:16]([OH:18])=[O:17])=[O:9])[CH2:6][CH2:7]1, predict the reactants needed to synthesize it. The reactants are: [CH3:1][C@H:2]1[CH2:7][CH2:6][C@H:5]([C:8]([N:10]([CH:26]([CH3:30])[CH2:27][S:28][CH3:29])[C:11]2[S:12][C:13]([C:20]3[CH:25]=[CH:24][CH:23]=[CH:22][CH:21]=3)=[CH:14][C:15]=2[C:16]([O:18]C)=[O:17])=[O:9])[CH2:4][CH2:3]1.O1CCOCC1.[OH-].[Li+].Cl. (4) The reactants are: [C:1]([C:5]1[CH:6]=[C:7]([NH:17][C:18](OC2C=CC=CC=2)=[O:19])[C:8]([O:15][CH3:16])=[C:9]([CH:14]=1)[C:10]([O:12][CH3:13])=[O:11])([CH3:4])([CH3:3])[CH3:2].[NH2:27][C:28]1[C:37]2[C:32](=[CH:33][CH:34]=[CH:35][CH:36]=2)[C:31]([O:38][C:39]2[CH:44]=[CH:43][N:42]=[C:41]([NH:45][C:46]3[CH:63]=[CH:62][C:49]([C:50]([NH:52][CH2:53][CH2:54][N:55]4[CH2:60][CH2:59][S:58](=[O:61])[CH2:57][CH2:56]4)=[O:51])=[C:48]([O:64][CH3:65])[CH:47]=3)[CH:40]=2)=[CH:30][CH:29]=1. Given the product [C:1]([C:5]1[CH:6]=[C:7]([NH:17][C:18]([NH:27][C:28]2[C:37]3[C:32](=[CH:33][CH:34]=[CH:35][CH:36]=3)[C:31]([O:38][C:39]3[CH:44]=[CH:43][N:42]=[C:41]([NH:45][C:46]4[CH:63]=[CH:62][C:49]([C:50](=[O:51])[NH:52][CH2:53][CH2:54][N:55]5[CH2:60][CH2:59][S:58](=[O:61])[CH2:57][CH2:56]5)=[C:48]([O:64][CH3:65])[CH:47]=4)[CH:40]=3)=[CH:30][CH:29]=2)=[O:19])[C:8]([O:15][CH3:16])=[C:9]([CH:14]=1)[C:10]([O:12][CH3:13])=[O:11])([CH3:3])([CH3:2])[CH3:4], predict the reactants needed to synthesize it. (5) The reactants are: Cl[CH2:2][CH2:3][CH2:4][N:5]1[C:13]2[C:8](=[CH:9][CH:10]=[CH:11][CH:12]=2)[C:7]([C:14](=[O:16])[CH3:15])=[CH:6]1.C(=O)([O-])[O-].[Cs+].[Cs+].[I-].[K+].[NH:25]1[CH2:30][CH2:29][CH:28]([C:31]2[S:32][C:33]3[CH:39]=[CH:38][CH:37]=[CH:36][C:34]=3[N:35]=2)[CH2:27][CH2:26]1. Given the product [S:32]1[C:33]2[CH:39]=[CH:38][CH:37]=[CH:36][C:34]=2[N:35]=[C:31]1[CH:28]1[CH2:29][CH2:30][N:25]([CH2:2][CH2:3][CH2:4][N:5]2[C:13]3[C:8](=[CH:9][CH:10]=[CH:11][CH:12]=3)[C:7]([C:14](=[O:16])[CH3:15])=[CH:6]2)[CH2:26][CH2:27]1, predict the reactants needed to synthesize it. (6) Given the product [CH3:23][S:24]([C:27]1[CH:32]=[CH:31][C:30]([C:2]2[CH:3]=[CH:4][C:5]([CH2:8][NH:9][CH:10]3[CH2:15][CH2:14][N:13]([C:16]([O:18][C:19]([CH3:22])([CH3:21])[CH3:20])=[O:17])[CH2:12][CH2:11]3)=[N:6][CH:7]=2)=[CH:29][CH:28]=1)(=[O:26])=[O:25], predict the reactants needed to synthesize it. The reactants are: Br[C:2]1[CH:3]=[CH:4][C:5]([CH2:8][NH:9][CH:10]2[CH2:15][CH2:14][N:13]([C:16]([O:18][C:19]([CH3:22])([CH3:21])[CH3:20])=[O:17])[CH2:12][CH2:11]2)=[N:6][CH:7]=1.[CH3:23][S:24]([C:27]1[CH:32]=[CH:31][C:30](B(O)O)=[CH:29][CH:28]=1)(=[O:26])=[O:25].C([O-])([O-])=O.[K+].[K+].O1CCOCC1. (7) Given the product [CH3:9][C:6]1[NH:5][C:4](=[O:10])[C:3]([C:1]2[S:18][CH:21]=[C:22]([C:24]3[CH:29]=[CH:28][N:27]=[CH:26][CH:25]=3)[N:2]=2)=[CH:8][CH:7]=1, predict the reactants needed to synthesize it. The reactants are: [C:1]([C:3]1[C:4](=[O:10])[NH:5][C:6]([CH3:9])=[CH:7][CH:8]=1)#[N:2].CCN(CC)CC.[SH2:18].Br.Br[CH2:21][C:22]([C:24]1[CH:29]=[CH:28][N:27]=[CH:26][CH:25]=1)=O.